This data is from Forward reaction prediction with 1.9M reactions from USPTO patents (1976-2016). The task is: Predict the product of the given reaction. (1) Given the reactants [CH:1]1([NH:4][C:5]([C:7]2[CH:8]=[CH:9][C:10]([CH3:36])=[C:11]([C:13]3[CH:14]=[C:15]4[C:20](=[CH:21][CH:22]=3)[C:19]([CH:23]3[CH2:28][CH2:27][N:26](C(OC(C)(C)C)=O)[CH2:25][CH2:24]3)=[N:18][N:17]=[CH:16]4)[CH:12]=2)=[O:6])[CH2:3][CH2:2]1.Br, predict the reaction product. The product is: [CH:1]1([NH:4][C:5](=[O:6])[C:7]2[CH:8]=[CH:9][C:10]([CH3:36])=[C:11]([C:13]3[CH:14]=[C:15]4[C:20](=[CH:21][CH:22]=3)[C:19]([CH:23]3[CH2:28][CH2:27][NH:26][CH2:25][CH2:24]3)=[N:18][N:17]=[CH:16]4)[CH:12]=2)[CH2:2][CH2:3]1. (2) Given the reactants IC.[C:3]([O:7][C:8](=[O:17])[NH:9][C:10]1[CH:15]=[CH:14][C:13]([Br:16])=[CH:12][CH:11]=1)([CH3:6])([CH3:5])[CH3:4].[C:18](=O)([O-])[O-].[Cs+].[Cs+], predict the reaction product. The product is: [C:3]([O:7][C:8](=[O:17])[N:9]([C:10]1[CH:11]=[CH:12][C:13]([Br:16])=[CH:14][CH:15]=1)[CH3:18])([CH3:6])([CH3:4])[CH3:5]. (3) The product is: [CH2:1]([O:8][C:9](=[O:34])[C@H:10]([CH2:19][CH2:20][CH2:21][CH2:22][NH:23][C:24]([O:26][CH2:27][C:28]1[CH:29]=[CH:30][CH:31]=[CH:32][CH:33]=1)=[O:25])[N:11]([CH2:12][C:13]1[CH:18]=[CH:17][CH:16]=[CH:15][CH:14]=1)[S:42]([C:39]1[CH:40]=[CH:41][C:36]([CH3:35])=[CH:37][CH:38]=1)(=[O:44])=[O:43])[C:2]1[CH:7]=[CH:6][CH:5]=[CH:4][CH:3]=1. Given the reactants [CH2:1]([O:8][C:9](=[O:34])[C@H:10]([CH2:19][CH2:20][CH2:21][CH2:22][NH:23][C:24]([O:26][CH2:27][C:28]1[CH:33]=[CH:32][CH:31]=[CH:30][CH:29]=1)=[O:25])[NH:11][CH2:12][C:13]1[CH:18]=[CH:17][CH:16]=[CH:15][CH:14]=1)[C:2]1[CH:7]=[CH:6][CH:5]=[CH:4][CH:3]=1.[CH3:35][C:36]1[CH:41]=[CH:40][C:39]([S:42](Cl)(=[O:44])=[O:43])=[CH:38][CH:37]=1, predict the reaction product.